This data is from Full USPTO retrosynthesis dataset with 1.9M reactions from patents (1976-2016). The task is: Predict the reactants needed to synthesize the given product. (1) Given the product [OH:14][C:13]1[N:12]([C:15]2[CH:23]=[CH:22][C:18]([C:19]([N:33]3[CH2:34][CH2:35][N:30]([CH:27]([CH2:28][CH3:29])[CH2:26][CH3:25])[CH2:31][CH2:32]3)=[O:21])=[CH:17][N:16]=2)[N:11]=[CH:10][C:9]=1[C:6]1[CH:7]=[CH:8][C:3]([C:1]#[N:2])=[CH:4][C:5]=1[CH3:24], predict the reactants needed to synthesize it. The reactants are: [C:1]([C:3]1[CH:8]=[CH:7][C:6]([C:9]2[CH:10]=[N:11][N:12]([C:15]3[CH:23]=[CH:22][C:18]([C:19]([OH:21])=O)=[CH:17][N:16]=3)[C:13]=2[OH:14])=[C:5]([CH3:24])[CH:4]=1)#[N:2].[CH3:25][CH2:26][CH:27]([N:30]1[CH2:35][CH2:34][NH:33][CH2:32][CH2:31]1)[CH2:28][CH3:29]. (2) Given the product [CH3:1][O:2][C:3]1[CH:4]=[C:5]2[C:10](=[CH:11][C:12]=1[O:13][CH3:14])[N:9]=[CH:8][CH:7]=[C:6]2[O:15][C:16]1[CH:22]=[CH:21][C:19]([NH:20][C:34]([NH:51][C@@H:48]([C:42]2[CH:47]=[CH:46][CH:45]=[CH:44][CH:43]=2)[CH2:49][CH3:50])=[O:40])=[CH:18][CH:17]=1, predict the reactants needed to synthesize it. The reactants are: [CH3:1][O:2][C:3]1[CH:4]=[C:5]2[C:10](=[CH:11][C:12]=1[O:13][CH3:14])[N:9]=[CH:8][CH:7]=[C:6]2[O:15][C:16]1[CH:22]=[CH:21][C:19]([NH2:20])=[CH:18][CH:17]=1.C(N(CC)CC)C.ClC(Cl)(O[C:34](=[O:40])OC(Cl)(Cl)Cl)Cl.[C:42]1([C@H:48]([NH2:51])[CH2:49][CH3:50])[CH:47]=[CH:46][CH:45]=[CH:44][CH:43]=1. (3) Given the product [C:6]1(=[O:16])[C:7]2[C:12](=[CH:11][CH:10]=[CH:9][CH:8]=2)[CH2:13][CH2:4][CH2:5]1.[Br:17][C:5]1[C:4]([CH:2]([CH3:1])[CH3:3])=[CH:13][C:12]2[C:7](=[CH:8][CH:9]=[C:10]([O:14][CH3:15])[CH:11]=2)[C:6]=1[OH:16], predict the reactants needed to synthesize it. The reactants are: [CH3:1][CH:2]([CH:4]1[CH2:13][C:12]2[C:7](=[CH:8][CH:9]=[C:10]([O:14][CH3:15])[CH:11]=2)[C:6](=[O:16])[CH2:5]1)[CH3:3].[Br:17]Br.C1CCN2C(=NCCC2)CC1.Cl.